From a dataset of Reaction yield outcomes from USPTO patents with 853,638 reactions. Predict the reaction yield, written as a fraction of the theoretical maximum amount of product (1.0 means a 100% yield; for example, 0.34 means a 34% yield). The reactants are C(O[C:4](=[O:8])[CH2:5][C:6]#[N:7])C.[CH3:9][C:10]([C:12]1[C:17](N)=[CH:16][C:15]([O:19][CH3:20])=[C:14]([O:21][CH3:22])[CH:13]=1)=O.C([O-])(=O)C.[NH4+:27]. The catalyst is O. The product is [CH3:22][O:21][C:14]1[CH:13]=[C:12]2[C:17](=[CH:16][C:15]=1[O:19][CH3:20])[NH:27][C:4](=[O:8])[C:5]([C:6]#[N:7])=[C:10]2[CH3:9]. The yield is 0.645.